From a dataset of HIV replication inhibition screening data with 41,000+ compounds from the AIDS Antiviral Screen. Binary Classification. Given a drug SMILES string, predict its activity (active/inactive) in a high-throughput screening assay against a specified biological target. The drug is COc1ccc(CNc2nc3ccccc3nc2-c2cccs2)cc1. The result is 0 (inactive).